From a dataset of Forward reaction prediction with 1.9M reactions from USPTO patents (1976-2016). Predict the product of the given reaction. (1) Given the reactants C[O:2][C:3]([C:5]1[C:9]([NH:10][C:11](=[O:27])[CH2:12][O:13][C:14]2[CH:19]=[CH:18][C:17]([C:20]3[CH:25]=[CH:24][CH:23]=[CH:22][C:21]=3[Cl:26])=[CH:16][N:15]=2)=[CH:8][S:7][CH:6]=1)=[O:4].[OH-].[Na+].C1COCC1.Cl, predict the reaction product. The product is: [Cl:26][C:21]1[CH:22]=[CH:23][CH:24]=[CH:25][C:20]=1[C:17]1[CH:18]=[CH:19][C:14]([O:13][CH2:12][C:11]([NH:10][C:9]2[C:5]([C:3]([OH:4])=[O:2])=[CH:6][S:7][CH:8]=2)=[O:27])=[N:15][CH:16]=1. (2) Given the reactants [F:1][C:2]1[C:7]([F:8])=[CH:6][CH:5]=[CH:4][C:3]=1[C:9](=O)[CH2:10][F:11].[CH3:13][C:14]([S@:17]([NH2:19])=[O:18])([CH3:16])[CH3:15], predict the reaction product. The product is: [F:1][C:2]1[C:7]([F:8])=[CH:6][CH:5]=[CH:4][C:3]=1/[C:9](=[N:19]\[S@@:17]([C:14]([CH3:16])([CH3:15])[CH3:13])=[O:18])/[CH2:10][F:11]. (3) Given the reactants [F:1][C:2]([F:20])([F:19])[CH2:3][CH2:4][NH:5][C:6]1[C:7]([C:16]([OH:18])=O)=[CH:8][C:9]2[O:14][CH2:13][CH2:12][O:11][C:10]=2[CH:15]=1.C1C=CC2N(O)N=NC=2C=1.[CH3:31][C:32]([NH2:36])([C:34]#[CH:35])[CH3:33].CCN=C=NCCCN(C)C, predict the reaction product. The product is: [CH3:31][C:32]([NH:36][C:16]([C:7]1[C:6]([NH:5][CH2:4][CH2:3][C:2]([F:1])([F:20])[F:19])=[CH:15][C:10]2[O:11][CH2:12][CH2:13][O:14][C:9]=2[CH:8]=1)=[O:18])([C:34]#[CH:35])[CH3:33].